From a dataset of Reaction yield outcomes from USPTO patents with 853,638 reactions. Predict the reaction yield, written as a fraction of the theoretical maximum amount of product (1.0 means a 100% yield; for example, 0.34 means a 34% yield). (1) The reactants are C([O:3][C:4](=O)[C:5]([CH3:11])([CH3:10])[CH2:6][CH2:7][CH2:8][Br:9])C.[H-].[H-].[H-].[H-].[Li+].[Al+3]. The catalyst is CCOCC. The product is [Br:9][CH2:8][CH2:7][CH2:6][C:5]([CH3:11])([CH3:10])[CH2:4][OH:3]. The yield is 0.970. (2) The reactants are [N+:1]([C:4]1[CH:5]=[C:6]([CH:11]=[C:12]([C:14]#[C:15][Si](C)(C)C)[CH:13]=1)[C:7]([O:9][CH3:10])=[O:8])([O-:3])=[O:2].CO.C(=O)([O-])[O-].[K+].[K+]. The catalyst is C1COCC1. The product is [C:14]([C:12]1[CH:11]=[C:6]([CH:5]=[C:4]([N+:1]([O-:3])=[O:2])[CH:13]=1)[C:7]([O:9][CH3:10])=[O:8])#[CH:15]. The yield is 0.680.